Predict the product of the given reaction. From a dataset of Forward reaction prediction with 1.9M reactions from USPTO patents (1976-2016). (1) Given the reactants C(O[C:4]([C:6]1[S:14][C:9]2=[CH:10][N:11]=[CH:12][CH:13]=[C:8]2[C:7]=1[NH:15][C:16]1[CH:21]=[CH:20][C:19]([I:22])=[CH:18][C:17]=1[F:23])=[O:5])C.[OH-].[Na+].[CH3:26][C:27]1([CH3:35])[O:31][C@@H:30]([CH2:32][O:33][NH2:34])[CH2:29][O:28]1.CCN=C=NCCCN(C)C.C1C=CC2N(O)N=NC=2C=1.CCN(C(C)C)C(C)C, predict the reaction product. The product is: [CH3:26][C:27]1([CH3:35])[O:31][C@@H:30]([CH2:32][O:33][NH:34][C:4]([C:6]2[S:14][C:9]3=[CH:10][N:11]=[CH:12][CH:13]=[C:8]3[C:7]=2[NH:15][C:16]2[CH:21]=[CH:20][C:19]([I:22])=[CH:18][C:17]=2[F:23])=[O:5])[CH2:29][O:28]1. (2) Given the reactants [CH3:1][C:2]1([OH:16])[CH2:5][N:4]([CH2:6][C:7]2[CH:12]=[CH:11][C:10]([N+:13]([O-])=O)=[CH:9][N:8]=2)[CH2:3]1, predict the reaction product. The product is: [NH2:13][C:10]1[CH:11]=[CH:12][C:7]([CH2:6][N:4]2[CH2:3][C:2]([CH3:1])([OH:16])[CH2:5]2)=[N:8][CH:9]=1. (3) Given the reactants [CH:1]12[O:7][CH:6]1[CH2:5][CH2:4][CH2:3][CH2:2]2.[CH2:8]([OH:26])[CH2:9][CH2:10][CH2:11][CH2:12][CH2:13][CH2:14][CH2:15][CH2:16][CH2:17][CH2:18][CH2:19][CH2:20][CH2:21][CH2:22][CH2:23][CH2:24][CH3:25], predict the reaction product. The product is: [CH2:8]([O:26][CH:5]1[CH2:4][CH2:3][CH2:2][CH2:1][C:6]1=[O:7])[CH2:9][CH2:10][CH2:11][CH2:12][CH2:13][CH2:14][CH2:15][CH2:16][CH2:17][CH2:18][CH2:19][CH2:20][CH2:21][CH2:22][CH2:23][CH2:24][CH3:25]. (4) Given the reactants [NH:1]1[CH2:6][CH2:5][CH:4]([NH:7]C(=O)OC(C)(C)C)[CH2:3][CH2:2]1.C(N(CC)CC)C.[CH3:22][S:23]([Cl:26])(=[O:25])=[O:24].C(OCC)(=O)C, predict the reaction product. The product is: [ClH:26].[CH3:22][S:23]([N:1]1[CH2:6][CH2:5][CH:4]([NH2:7])[CH2:3][CH2:2]1)(=[O:25])=[O:24]. (5) Given the reactants [Cl:1][C:2]1[CH:7]=[CH:6][CH:5]=[C:4]([F:8])[C:3]=1[C:9](Cl)=[N:10][NH:11][C:12]1[CH:17]=[CH:16][C:15]([I:18])=[CH:14][CH:13]=1.[NH3:20], predict the reaction product. The product is: [Cl:1][C:2]1[CH:7]=[CH:6][CH:5]=[C:4]([F:8])[C:3]=1[C:9](=[N:10][NH:11][C:12]1[CH:17]=[CH:16][C:15]([I:18])=[CH:14][CH:13]=1)[NH2:20].